This data is from Full USPTO retrosynthesis dataset with 1.9M reactions from patents (1976-2016). The task is: Predict the reactants needed to synthesize the given product. (1) Given the product [Br:22][C:18]1[N:17]=[C:16]([CH:15]([S:25][CH2:26][CH:27]([OH:28])[CH:29]([OH:30])[CH2:31][SH:32])[CH:14]([C:23]#[N:24])[C:12]([NH:11][CH:4]([C:5]2[CH:10]=[CH:9][CH:8]=[CH:7][CH:6]=2)[CH2:3][CH2:2][CH3:1])=[O:13])[CH:21]=[CH:20][CH:19]=1, predict the reactants needed to synthesize it. The reactants are: [CH3:1][CH2:2][CH2:3][C@H:4]([NH:11][C:12](/[C:14](/[C:23]#[N:24])=[CH:15]/[C:16]1[CH:21]=[CH:20][CH:19]=[C:18]([Br:22])[N:17]=1)=[O:13])[C:5]1[CH:10]=[CH:9][CH:8]=[CH:7][CH:6]=1.[SH:25][CH2:26][C@H:27]([C@@H:29]([CH2:31][SH:32])[OH:30])[OH:28]. (2) Given the product [NH:8]1[CH2:9][CH2:10][CH:11]([CH2:14][CH2:15][C:16]([N:18]2[CH2:23][CH2:22][CH2:21][C@@H:20]([C:24]([NH:26][CH2:27][C@H:28]([NH:32][C:36]([O:38][CH3:39])=[O:37])[C:29]([OH:31])=[O:30])=[O:25])[CH2:19]2)=[O:17])[CH2:12][CH2:13]1, predict the reactants needed to synthesize it. The reactants are: C(OC([N:8]1[CH2:13][CH2:12][CH:11]([CH2:14][CH2:15][C:16]([N:18]2[CH2:23][CH2:22][CH2:21][C@@H:20]([C:24]([NH:26][CH2:27][C@H:28]([NH2:32])[C:29]([OH:31])=[O:30])=[O:25])[CH2:19]2)=[O:17])[CH2:10][CH2:9]1)=O)(C)(C)C.[OH-].[Na+].Cl[C:36]([O:38][CH3:39])=[O:37].S([O-])(O)(=O)=O.[K+].